Dataset: Full USPTO retrosynthesis dataset with 1.9M reactions from patents (1976-2016). Task: Predict the reactants needed to synthesize the given product. (1) Given the product [Cl:48][C:44]1[CH:43]=[C:42]([CH:40]([OH:41])[CH:39]([NH:38][C:12]([C:5]2[C:6]3[C:11](=[CH:10][CH:9]=[CH:8][CH:7]=3)[C:2]([F:1])=[CH:3][CH:4]=2)=[O:14])[CH2:49][C:50]2[CH:51]=[CH:52][C:53]3[O:57][CH2:56][C:55]([CH3:59])([CH3:58])[C:54]=3[CH:60]=2)[CH:47]=[CH:46][CH:45]=1, predict the reactants needed to synthesize it. The reactants are: [F:1][C:2]1[C:11]2[C:6](=[CH:7][CH:8]=[CH:9][CH:10]=2)[C:5]([C:12]([OH:14])=O)=[CH:4][CH:3]=1.Cl.C(N=C=NCCCN(C)C)C.O.ON1C2C=CC=CC=2N=N1.[NH2:38][CH:39]([CH2:49][C:50]1[CH:51]=[CH:52][C:53]2[O:57][CH2:56][C:55]([CH3:59])([CH3:58])[C:54]=2[CH:60]=1)[CH:40]([C:42]1[CH:47]=[CH:46][CH:45]=[C:44]([Cl:48])[CH:43]=1)[OH:41]. (2) Given the product [C:14]([C:10]1[CH:9]=[C:8]([NH:7][C:4]2[C:3]([C:16]([NH2:18])=[O:17])=[C:2]([NH:1][CH2:23][C:22]3[CH:25]=[C:26]([CH3:29])[C:27]([OH:28])=[C:20]([CH3:19])[CH:21]=3)[NH:6][N:5]=2)[CH:13]=[CH:12][CH:11]=1)#[N:15], predict the reactants needed to synthesize it. The reactants are: [NH2:1][C:2]1[NH:6][N:5]=[C:4]([NH:7][C:8]2[CH:13]=[CH:12][CH:11]=[C:10]([C:14]#[N:15])[CH:9]=2)[C:3]=1[C:16]([NH2:18])=[O:17].[CH3:19][C:20]1[CH:21]=[C:22]([CH:25]=[C:26]([CH3:29])[C:27]=1[OH:28])[CH:23]=O.[BH4-].[Na+].O. (3) Given the product [OH:30][C@@H:25]1[CH2:26][CH2:27][CH2:28][CH2:29][C@H:24]1[NH:23][C:14]([CH:10]1[O:11][CH2:12][CH2:13][N:8]([CH2:7][C:1]2[CH:2]=[CH:3][CH:4]=[CH:5][CH:6]=2)[CH2:9]1)=[O:16], predict the reactants needed to synthesize it. The reactants are: [C:1]1([CH2:7][N:8]2[CH2:13][CH2:12][O:11][CH:10]([C:14]([OH:16])=O)[CH2:9]2)[CH:6]=[CH:5][CH:4]=[CH:3][CH:2]=1.C(Cl)(=O)C(Cl)=O.[NH2:23][C@@H:24]1[CH2:29][CH2:28][CH2:27][CH2:26][C@H:25]1[OH:30].C(N(CC)CC)C. (4) Given the product [Br:1][C:9]1[CH:8]=[C:7]([S:10]([CH3:13])(=[O:12])=[O:11])[CH:6]=[C:5]([N+:14]([O-:16])=[O:15])[C:4]=1[F:3], predict the reactants needed to synthesize it. The reactants are: [Br:1]Br.[F:3][C:4]1[CH:9]=[CH:8][C:7]([S:10]([CH3:13])(=[O:12])=[O:11])=[CH:6][C:5]=1[N+:14]([O-:16])=[O:15].[N+]([O-])(O)=O. (5) Given the product [N+:15]([C:9]1[CH:10]=[CH:11][C:12]([C:25]2[CH:24]=[CH:23][CH:22]=[C:21]([C:18]([OH:20])=[O:19])[CH:26]=2)=[CH:13][C:8]=1[NH:7][C:1]1[CH:6]=[CH:5][CH:4]=[CH:3][CH:2]=1)([O-:17])=[O:16], predict the reactants needed to synthesize it. The reactants are: [C:1]1([NH:7][C:8]2[CH:13]=[C:12](Br)[CH:11]=[CH:10][C:9]=2[N+:15]([O-:17])=[O:16])[CH:6]=[CH:5][CH:4]=[CH:3][CH:2]=1.[C:18]([C:21]1[CH:22]=[C:23](B(O)O)[CH:24]=[CH:25][CH:26]=1)([OH:20])=[O:19].C([O-])([O-])=O.[K+].[K+]. (6) Given the product [O:8]([CH2:7][CH2:6][NH:4][CH2:3][CH2:1][OH:2])[C:9]1[CH:14]=[CH:13][CH:12]=[CH:11][CH:10]=1, predict the reactants needed to synthesize it. The reactants are: [CH2:1]([CH2:3][NH2:4])[OH:2].Br[CH2:6][CH2:7][O:8][C:9]1[CH:14]=[CH:13][CH:12]=[CH:11][CH:10]=1. (7) Given the product [F:20][C:21]1[CH:22]=[C:23]([C:2]2[C:7]3=[N:8][C:9]([C:12]([N:14]4[CH2:18][CH2:17][CH:16]([OH:19])[CH2:15]4)=[O:13])=[CH:10][N:11]=[C:6]3[CH:5]=[N:4][CH:3]=2)[CH:24]=[CH:25][C:26]=1[C:27]([F:28])([F:29])[F:30], predict the reactants needed to synthesize it. The reactants are: Br[C:2]1[C:7]2=[N:8][C:9]([C:12]([N:14]3[CH2:18][CH2:17][CH:16]([OH:19])[CH2:15]3)=[O:13])=[CH:10][N:11]=[C:6]2[CH:5]=[N:4][CH:3]=1.[F:20][C:21]1[CH:22]=[C:23](B(O)O)[CH:24]=[CH:25][C:26]=1[C:27]([F:30])([F:29])[F:28].C(=O)([O-])[O-].[Cs+].[Cs+].O1CCOCC1. (8) Given the product [F:33][C:30]1[CH:31]=[CH:32][C:27]([CH2:26][NH:25][C:22]([C:10]2[N:11]=[C:12]3[N:17]([C:18](=[O:19])[C:9]=2[O:8][CH2:1][C:2]2[CH:3]=[CH:4][CH:5]=[CH:6][CH:7]=2)[CH2:16][CH2:15][O:14][C:13]3([CH3:21])[CH3:20])=[O:23])=[C:28]([NH:34][C:35]2[S:36][CH:37]=[CH:38][N:39]=2)[CH:29]=1, predict the reactants needed to synthesize it. The reactants are: [CH2:1]([O:8][C:9]1[C:18](=[O:19])[N:17]2[C:12]([C:13]([CH3:21])([CH3:20])[O:14][CH2:15][CH2:16]2)=[N:11][C:10]=1[C:22](O)=[O:23])[C:2]1[CH:7]=[CH:6][CH:5]=[CH:4][CH:3]=1.[NH2:25][CH2:26][C:27]1[CH:32]=[CH:31][C:30]([F:33])=[CH:29][C:28]=1[NH:34][C:35]1[S:36][CH:37]=[CH:38][N:39]=1.